This data is from CYP2D6 inhibition data for predicting drug metabolism from PubChem BioAssay. The task is: Regression/Classification. Given a drug SMILES string, predict its absorption, distribution, metabolism, or excretion properties. Task type varies by dataset: regression for continuous measurements (e.g., permeability, clearance, half-life) or binary classification for categorical outcomes (e.g., BBB penetration, CYP inhibition). Dataset: cyp2d6_veith. (1) The result is 0 (non-inhibitor). The compound is Cc1cc(N2CCN(C)CC2)nc2ccc(NC(=O)CCC(=O)NCc3ccco3)cc12. (2) The compound is O=c1cnc2cnc(Nc3ccccc3)nc2n1C[C@H]1CCCO1. The result is 0 (non-inhibitor). (3) The molecule is C/C(=N\NC(=O)CSCc1ccc(Cl)cc1)c1ccc2c(c1)OCCO2. The result is 1 (inhibitor). (4) The compound is CCCN1C2=NCCCN2c2ccccc21.Cl. The result is 1 (inhibitor). (5) The compound is O=C(OCc1nc2ccccc2s1)c1ccc(Br)s1. The result is 0 (non-inhibitor). (6) The molecule is c1ccc2c[n+](Cc3ccnc4ccccc34)ccc2c1. The result is 1 (inhibitor). (7) The drug is Cc1ccccc1C(=O)NNC(=O)c1ccoc1C. The result is 0 (non-inhibitor).